Predict the product of the given reaction. From a dataset of Forward reaction prediction with 1.9M reactions from USPTO patents (1976-2016). (1) Given the reactants [C:1]([OH:9])(=O)[C:2]1[CH:7]=[CH:6][CH:5]=[CH:4][CH:3]=1.C1C=CC2N(O)N=NC=2C=1.O.CCN=C=NCCCN(C)C.Cl.C(N(CC)CC)C.Cl.[C:41]1([N:47]2[CH:51]=[C:50]([C:52]([NH:54][CH2:55][CH2:56][NH:57][C:58]([CH:60]3[CH2:64][CH2:63][NH:62][CH2:61]3)=[O:59])=[O:53])[C:49]([C:65]([F:68])([F:67])[F:66])=[N:48]2)[CH:46]=[CH:45][CH:44]=[CH:43][CH:42]=1, predict the reaction product. The product is: [C:1]([N:62]1[CH2:63][CH2:64][CH:60]([C:58]([NH:57][CH2:56][CH2:55][NH:54][C:52]([C:50]2[C:49]([C:65]([F:67])([F:66])[F:68])=[N:48][N:47]([C:41]3[CH:46]=[CH:45][CH:44]=[CH:43][CH:42]=3)[CH:51]=2)=[O:53])=[O:59])[CH2:61]1)(=[O:9])[C:2]1[CH:3]=[CH:4][CH:5]=[CH:6][CH:7]=1. (2) Given the reactants CS(C1C=CC(C2SC(C)=CN=2)=C([C:11]([N:13]2[CH2:18][CH2:17][N:16]([C:19]3[CH:24]=[CH:23][C:22]([C:25]([F:28])([F:27])[F:26])=[CH:21][CH:20]=3)[CH2:15][CH2:14]2)=[O:12])C=1)(=O)=O.CS(C1C=CC([Sn](C)(C)C)=C(C(N2CCN(C3C=CC(C(F)(F)F)=CC=3)CC2)=O)C=1)(=O)=O.IC1SC(C)=CN=1, predict the reaction product. The product is: [F:28][C:25]([F:26])([F:27])[C:22]1[CH:21]=[CH:20][C:19]([N:16]2[CH2:15][CH2:14][N:13]([CH:11]=[O:12])[CH2:18][CH2:17]2)=[CH:24][CH:23]=1.